This data is from Full USPTO retrosynthesis dataset with 1.9M reactions from patents (1976-2016). The task is: Predict the reactants needed to synthesize the given product. (1) Given the product [CH3:20][O:19][C:11]1[CH:10]=[C:9]([C:5]2[CH:4]=[C:3]([CH2:2][N:25]3[C:24](=[O:26])[C:23]4=[CH:27][CH:28]=[CH:29][CH:30]=[C:22]4[C:21]3=[O:31])[CH:8]=[CH:7][N:6]=2)[CH:14]=[C:13]([O:15][CH3:16])[C:12]=1[O:17][CH3:18], predict the reactants needed to synthesize it. The reactants are: Cl[CH2:2][C:3]1[CH:8]=[CH:7][N:6]=[C:5]([C:9]2[CH:14]=[C:13]([O:15][CH3:16])[C:12]([O:17][CH3:18])=[C:11]([O:19][CH3:20])[CH:10]=2)[CH:4]=1.[C:21]1(=[O:31])[NH:25][C:24](=[O:26])[C:23]2=[CH:27][CH:28]=[CH:29][CH:30]=[C:22]12.[K].O. (2) Given the product [CH2:17]([O:24][C:25]([NH:27][NH:28][C:9]([C:8]1[CH:12]=[C:13]([O:15][CH3:16])[N:14]=[C:6]([CH:1]2[CH2:2][CH2:3][CH2:4][CH2:5]2)[CH:7]=1)=[O:11])=[O:26])[C:18]1[CH:23]=[CH:22][CH:21]=[CH:20][CH:19]=1, predict the reactants needed to synthesize it. The reactants are: [CH:1]1([C:6]2[CH:7]=[C:8]([CH:12]=[C:13]([O:15][CH3:16])[N:14]=2)[C:9]([OH:11])=O)[CH2:5][CH2:4][CH2:3][CH2:2]1.[CH2:17]([O:24][C:25]([NH:27][NH2:28])=[O:26])[C:18]1[CH:23]=[CH:22][CH:21]=[CH:20][CH:19]=1.CCN(C(C)C)C(C)C.CN(C(ON1N=NC2C=CC=CC1=2)=[N+](C)C)C.[B-](F)(F)(F)F. (3) Given the product [Br:10][C:7]1[CH:8]=[CH:9][C:4]([NH:3][CH3:11])=[N:5][CH:6]=1, predict the reactants needed to synthesize it. The reactants are: [H-].[Na+].[NH2:3][C:4]1[CH:9]=[CH:8][C:7]([Br:10])=[CH:6][N:5]=1.[CH3:11]I. (4) Given the product [CH3:20][C:15]1[C:14]([C:8]2[CH:7]=[C:6]3[C:11]([C:2]([NH:32][C@@H:25]([C:26]4[CH:31]=[CH:30][CH:29]=[CH:28][CH:27]=4)[CH3:24])=[C:3]([N+:21]([O-:23])=[O:22])[CH:4]=[N:5]3)=[CH:10][C:9]=2[O:12][CH3:13])=[C:18]([CH3:19])[O:17][N:16]=1, predict the reactants needed to synthesize it. The reactants are: Cl[C:2]1[C:11]2[C:6](=[CH:7][C:8]([C:14]3[C:15]([CH3:20])=[N:16][O:17][C:18]=3[CH3:19])=[C:9]([O:12][CH3:13])[CH:10]=2)[N:5]=[CH:4][C:3]=1[N+:21]([O-:23])=[O:22].[CH3:24][C@@H:25]([NH2:32])[C:26]1[CH:31]=[CH:30][CH:29]=[CH:28][CH:27]=1.